This data is from Full USPTO retrosynthesis dataset with 1.9M reactions from patents (1976-2016). The task is: Predict the reactants needed to synthesize the given product. (1) Given the product [CH:32]([C:35]1[O:36][CH:37]=[C:38](/[CH:40]=[CH:41]/[C:42]2[C:43]([O:53][CH2:2][C:3]3[CH:28]=[CH:27][C:6]([O:7][CH2:8][C:9]4[N:10]=[C:11]([C:15]5[CH:20]=[CH:19][C:18]([CH2:21][C:22]([O:24][CH2:25][CH3:26])=[O:23])=[CH:17][CH:16]=5)[O:12][C:13]=4[CH3:14])=[C:5]([O:29][CH3:30])[CH:4]=3)=[N:44][N:45]([C:47]3[CH:48]=[CH:49][CH:50]=[CH:51][CH:52]=3)[CH:46]=2)[N:39]=1)([CH3:34])[CH3:33], predict the reactants needed to synthesize it. The reactants are: Cl[CH2:2][C:3]1[CH:28]=[CH:27][C:6]([O:7][CH2:8][C:9]2[N:10]=[C:11]([C:15]3[CH:20]=[CH:19][C:18]([CH2:21][C:22]([O:24][CH2:25][CH3:26])=[O:23])=[CH:17][CH:16]=3)[O:12][C:13]=2[CH3:14])=[C:5]([O:29][CH3:30])[CH:4]=1.Cl.[CH:32]([C:35]1[O:36][CH:37]=[C:38](/[CH:40]=[CH:41]/[C:42]2[C:43]([OH:53])=[N:44][N:45]([C:47]3[CH:52]=[CH:51][CH:50]=[CH:49][CH:48]=3)[CH:46]=2)[N:39]=1)([CH3:34])[CH3:33].C(=O)([O-])[O-].[K+].[K+].CN(C)C=O. (2) Given the product [CH:67]12[O:69][CH:64]([CH2:65][CH2:66]1)[CH2:63][N:62]([S:61]([C:58]1[CH:57]=[CH:56][C:55]([CH2:13][NH:14][C:9](=[O:11])/[CH:8]=[CH:7]/[C:3]3[CH:2]=[N:1][CH:6]=[CH:5][CH:4]=3)=[CH:60][CH:59]=1)(=[O:74])=[O:75])[CH2:68]2, predict the reactants needed to synthesize it. The reactants are: [N:1]1[CH:6]=[CH:5][CH:4]=[C:3](/[CH:7]=[CH:8]/[C:9]([OH:11])=O)[CH:2]=1.Cl.[CH3:13][N:14](C)CCCN=C=NCC.O.ON1C2C=CC=CC=2N=N1.C(N(C(C)C)CC)(C)C.N1C=CC=C(/C=C/C(N[C:55]2[CH:60]=[CH:59][C:58]([S:61](=[O:75])(=[O:74])[NH:62][C:63]3[CH:68]=[CH:67][CH:66]=[CH:65][C:64]=3[O:69]C(F)(F)F)=[CH:57][CH:56]=2)=O)C=1. (3) Given the product [CH2:17]([N:8]([CH2:6][CH3:7])[CH2:9][CH2:10][CH2:11][C:12]1[NH:13][C:14]([CH:22]=[O:23])=[CH:15][CH:16]=1)[CH3:18], predict the reactants needed to synthesize it. The reactants are: O=P(Cl)(Cl)Cl.[CH2:6]([N:8]([CH2:17][CH3:18])[CH2:9][CH2:10][CH2:11][C:12]1[NH:13][CH:14]=[CH:15][CH:16]=1)[CH3:7].CN([CH:22]=[O:23])C. (4) Given the product [CH3:28][C:23]1([CH3:29])[C:24]([CH3:27])([CH3:26])[O:25][B:21]([C:2]2[CH:7]=[CH:6][CH:5]=[C:4]([S:8]([N:11]3[CH2:16][CH2:15][NH:14][CH2:13][CH:12]3[C:17]([CH3:20])([CH3:19])[CH3:18])(=[O:10])=[O:9])[CH:3]=2)[O:22]1, predict the reactants needed to synthesize it. The reactants are: Br[C:2]1[CH:7]=[CH:6][CH:5]=[C:4]([S:8]([N:11]2[CH2:16][CH2:15][NH:14][CH2:13][CH:12]2[C:17]([CH3:20])([CH3:19])[CH3:18])(=[O:10])=[O:9])[CH:3]=1.[B:21]1([B:21]2[O:25][C:24]([CH3:27])([CH3:26])[C:23]([CH3:29])([CH3:28])[O:22]2)[O:25][C:24]([CH3:27])([CH3:26])[C:23]([CH3:29])([CH3:28])[O:22]1.C([O-])(=O)C.[K+]. (5) Given the product [CH2:23]([N:17]1[C:16](=[O:30])[C:15]2[CH:14]=[N:13][C:12]([C:10]([NH:9][C:6]3([C:4]([OH:5])=[O:3])[CH2:7][CH2:8]3)=[O:11])=[C:21]([OH:22])[C:20]=2[CH:19]=[CH:18]1)[C:24]1[CH:25]=[CH:26][CH:27]=[CH:28][CH:29]=1, predict the reactants needed to synthesize it. The reactants are: C([O:3][C:4]([C:6]1([NH:9][C:10]([C:12]2[N:13]=[CH:14][C:15]3[C:16](=[O:30])[N:17]([CH2:23][C:24]4[CH:29]=[CH:28][CH:27]=[CH:26][CH:25]=4)[CH:18]=[CH:19][C:20]=3[C:21]=2[OH:22])=[O:11])[CH2:8][CH2:7]1)=[O:5])C.[OH-].[Na+].CO.C1COCC1. (6) Given the product [CH3:20][C:12]1[C:11]([C:10]([F:9])([F:21])[F:22])=[CH:19][CH:18]=[CH:17][C:13]=1[N:5]1[C:32](=[O:28])[NH:23][N:7]=[N:6]1, predict the reactants needed to synthesize it. The reactants are: [Cl-].[Cl-].[Cl-].[Al+3].[N-:5]=[N+:6]=[N-:7].[Na+].[F:9][C:10]([F:22])([F:21])[C:11]1[C:12]([CH3:20])=[C:13]([CH:17]=[CH:18][CH:19]=1)C(Cl)=O.[N:23]([O-])=O.[Na+].Cl.[O:28]1[CH2:32]CCC1. (7) Given the product [Cl:1][C:2]1[N:7]=[C:6]([NH2:8])[C:5]([NH:9][CH2:14][CH2:13][CH2:12][C:11]([F:17])([F:16])[F:10])=[CH:4][CH:3]=1, predict the reactants needed to synthesize it. The reactants are: [Cl:1][C:2]1[N:7]=[C:6]([NH2:8])[C:5]([NH2:9])=[CH:4][CH:3]=1.[F:10][C:11]([F:17])([F:16])[CH2:12][CH2:13][CH:14]=O.[Na].C([O-])([O-])=O.[Na+].[Na+]. (8) Given the product [CH3:1][CH:2]1[CH:7]=[C:8]([CH3:9])[O:10][C:4](=[O:6])[CH2:3]1, predict the reactants needed to synthesize it. The reactants are: [CH3:1][CH:2]([CH2:7][C:8](=[O:10])[CH3:9])[CH2:3][C:4]([OH:6])=O.S(Cl)(Cl)=O. (9) Given the product [Br:14][C:15]1[C:16]([N:4]2[CH2:5][CH2:6][N:1]([C:7]([O:9][C:10]([CH3:13])([CH3:12])[CH3:11])=[O:8])[CH2:2][CH2:3]2)=[N:17][CH:18]=[C:19]([Cl:21])[CH:20]=1, predict the reactants needed to synthesize it. The reactants are: [N:1]1([C:7]([O:9][C:10]([CH3:13])([CH3:12])[CH3:11])=[O:8])[CH2:6][CH2:5][NH:4][CH2:3][CH2:2]1.[Br:14][C:15]1[C:16](Cl)=[N:17][CH:18]=[C:19]([Cl:21])[CH:20]=1.CCN(C(C)C)C(C)C.